The task is: Predict the reactants needed to synthesize the given product.. This data is from Full USPTO retrosynthesis dataset with 1.9M reactions from patents (1976-2016). (1) Given the product [C:11]1([C:17]2(/[CH:27]=[CH:42]/[CH2:41][C:33]3[CH:34]=[C:35]([C:37]([F:38])([F:40])[F:39])[CH:36]=[C:31]([C:30]([F:29])([F:55])[F:56])[CH:32]=3)[CH2:18][CH2:19][C:20]3([O:24][CH2:23][CH2:22][O:21]3)[CH2:25][CH2:26]2)[CH:16]=[CH:15][CH:14]=[CH:13][CH:12]=1, predict the reactants needed to synthesize it. The reactants are: C[Si](C)(C)[N-][Si](C)(C)C.[Li+].[C:11]1([C:17]2([CH:27]=O)[CH2:26][CH2:25][C:20]3([O:24][CH2:23][CH2:22][O:21]3)[CH2:19][CH2:18]2)[CH:16]=[CH:15][CH:14]=[CH:13][CH:12]=1.[F:29][C:30]([F:56])([F:55])[C:31]1[CH:32]=[C:33]([CH2:41][CH2:42]S(C2SC3C=CC=CC=3N=2)(=O)=O)[CH:34]=[C:35]([C:37]([F:40])([F:39])[F:38])[CH:36]=1.[Cl-].[NH4+]. (2) Given the product [C:1]1([O:7][C:8]2[CH:13]=[CH:12][CH:11]=[CH:10][C:9]=2[CH2:14][N:15]2[CH:19]=[CH:18][C:17]([NH2:20])=[N:16]2)[CH:2]=[CH:3][CH:4]=[CH:5][CH:6]=1, predict the reactants needed to synthesize it. The reactants are: [C:1]1([O:7][C:8]2[CH:13]=[CH:12][CH:11]=[CH:10][C:9]=2[CH2:14][N:15]2[CH:19]=[CH:18][C:17]([N:20]3C(=O)C4C(=CC=CC=4)C3=O)=[N:16]2)[CH:6]=[CH:5][CH:4]=[CH:3][CH:2]=1.O.NN. (3) Given the product [S:3]1[C:7]2[CH:8]=[CH:9][C:10]([CH2:12][CH2:13][O:14][CH2:15][CH2:16][C:17]([OH:19])=[O:18])=[CH:11][C:6]=2[CH:5]=[CH:4]1, predict the reactants needed to synthesize it. The reactants are: CO.[S:3]1[C:7]2[CH:8]=[CH:9][C:10]([CH2:12][CH2:13][O:14][CH2:15][CH2:16][C:17]([O:19]CCC)=[O:18])=[CH:11][C:6]=2[CH:5]=[CH:4]1.[OH-].[K+].